This data is from Full USPTO retrosynthesis dataset with 1.9M reactions from patents (1976-2016). The task is: Predict the reactants needed to synthesize the given product. (1) The reactants are: Br[C:2]1[CH:7]=[N:6][C:5]([Br:8])=[CH:4][N:3]=1.[CH2:9]([O:11][C:12]([Sn](CCCC)(CCCC)CCCC)=[CH2:13])[CH3:10]. Given the product [Br:8][C:5]1[CH:4]=[N:3][C:2]([C:9]([O:11][CH2:12][CH3:13])=[CH2:10])=[CH:7][N:6]=1, predict the reactants needed to synthesize it. (2) Given the product [NH2:1][C:2]1[S:3][C:4]2[C:15](=[O:16])[CH2:14][CH2:13][CH2:12][C:5]=2[C:6]=1[C:7]([OH:9])=[O:8], predict the reactants needed to synthesize it. The reactants are: [NH2:1][C:2]1[S:3][C:4]2[C:15](=[O:16])[CH2:14][CH2:13][CH2:12][C:5]=2[C:6]=1[C:7]([O:9]CC)=[O:8].C(OC(C)C)(C)C.